From a dataset of Peptide-MHC class I binding affinity with 185,985 pairs from IEDB/IMGT. Regression. Given a peptide amino acid sequence and an MHC pseudo amino acid sequence, predict their binding affinity value. This is MHC class I binding data. (1) The peptide sequence is YPALMPLYACI. The MHC is HLA-B51:01 with pseudo-sequence HLA-B51:01. The binding affinity (normalized) is 0.558. (2) The MHC is HLA-A02:01 with pseudo-sequence HLA-A02:01. The peptide sequence is DLEKYNLAF. The binding affinity (normalized) is 0.0847. (3) The peptide sequence is LAYFPVFRFLNGS. The MHC is HLA-B15:03 with pseudo-sequence HLA-B15:03. The binding affinity (normalized) is 0. (4) The peptide sequence is ETDDYMFFV. The MHC is HLA-B40:01 with pseudo-sequence HLA-B40:01. The binding affinity (normalized) is 0.0847.